Dataset: Catalyst prediction with 721,799 reactions and 888 catalyst types from USPTO. Task: Predict which catalyst facilitates the given reaction. (1) Reactant: [CH2:1]([N:3]([CH2:25][C:26]1[CH:31]=[CH:30][CH:29]=[CH:28][C:27]=1[F:32])[C:4](=[O:24])[CH2:5][C:6]1[CH:23]=[CH:22][C:9]([O:10][CH2:11][C:12]2[CH:21]=[CH:20][CH:19]=[CH:18][C:13]=2[C:14]([O:16]C)=[O:15])=[CH:8][CH:7]=1)[CH3:2].[OH-].[K+]. Product: [CH2:1]([N:3]([CH2:25][C:26]1[CH:31]=[CH:30][CH:29]=[CH:28][C:27]=1[F:32])[C:4](=[O:24])[CH2:5][C:6]1[CH:23]=[CH:22][C:9]([O:10][CH2:11][C:12]2[CH:21]=[CH:20][CH:19]=[CH:18][C:13]=2[C:14]([OH:16])=[O:15])=[CH:8][CH:7]=1)[CH3:2]. The catalyst class is: 14. (2) Product: [CH3:27][O:28][C:29]1[CH:30]=[C:31]([NH:32][C:2]2[C:3]3[NH:17][N:16]=[CH:15][C:4]=3[N:5]=[C:6]([C:8]3[CH:9]=[CH:10][C:11]([F:14])=[CH:12][CH:13]=3)[N:7]=2)[CH:33]=[CH:34][C:35]=1[O:36][CH3:37]. The catalyst class is: 71. Reactant: Cl[C:2]1[C:3]2[C:4](=[CH:15][N:16](CC3C=CC(OC)=CC=3)[N:17]=2)[N:5]=[C:6]([C:8]2[CH:13]=[CH:12][C:11]([F:14])=[CH:10][CH:9]=2)[N:7]=1.[CH3:27][O:28][C:29]1[CH:30]=[C:31]([CH:33]=[CH:34][C:35]=1[O:36][CH3:37])[NH2:32].Cl.